Dataset: Full USPTO retrosynthesis dataset with 1.9M reactions from patents (1976-2016). Task: Predict the reactants needed to synthesize the given product. (1) Given the product [ClH:58].[CH2:1]([O:8][C:9]([NH:11][CH2:12][CH2:13][CH2:14][C@@H:15]([C:24]([NH:26][C@H:27]([C:42]([NH:44][CH2:45][CH2:46][NH:47][C:48]([O:50][CH2:51][C:52]1[CH:53]=[CH:54][CH:55]=[CH:56][CH:57]=1)=[O:49])=[O:43])[CH2:28][CH2:29][CH2:30][NH:31][C:32]([O:34][CH2:35][C:36]1[CH:37]=[CH:38][CH:39]=[CH:40][CH:41]=1)=[O:33])=[O:25])[NH2:16])=[O:10])[C:2]1[CH:7]=[CH:6][CH:5]=[CH:4][CH:3]=1, predict the reactants needed to synthesize it. The reactants are: [CH2:1]([O:8][C:9]([NH:11][CH2:12][CH2:13][CH2:14][C@@H:15]([C:24]([NH:26][C@H:27]([C:42]([NH:44][CH2:45][CH2:46][NH:47][C:48]([O:50][CH2:51][C:52]1[CH:57]=[CH:56][CH:55]=[CH:54][CH:53]=1)=[O:49])=[O:43])[CH2:28][CH2:29][CH2:30][NH:31][C:32]([O:34][CH2:35][C:36]1[CH:41]=[CH:40][CH:39]=[CH:38][CH:37]=1)=[O:33])=[O:25])[NH:16]C(OC(C)(C)C)=O)=[O:10])[C:2]1[CH:7]=[CH:6][CH:5]=[CH:4][CH:3]=1.[ClH:58]. (2) Given the product [NH3:15].[NH2:66][CH2:40][CH2:39][N:24]1[C:25]([CH3:38])=[C:26]([O:27][C:28]2[CH:29]=[C:30]([C:36]#[N:37])[CH:31]=[C:32]([CH:35]=2)[C:33]#[N:34])[C:22]([C:18]([CH3:21])([CH3:20])[CH3:19])=[N:23]1, predict the reactants needed to synthesize it. The reactants are: C1(P([N:15]=[N+]=[N-])(C2C=CC=CC=2)=O)C=CC=CC=1.[C:18]([C:22]1[C:26]([O:27][C:28]2[CH:29]=[C:30]([C:36]#[N:37])[CH:31]=[C:32]([CH:35]=2)[C:33]#[N:34])=[C:25]([CH3:38])[N:24]([CH2:39][CH2:40]O)[N:23]=1)([CH3:21])([CH3:20])[CH3:19].C1(P(C2C=CC=CC=2)C2C=CC=CC=2)C=CC=CC=1.CCOC(/[N:66]=N/C(OCC)=O)=O.O. (3) Given the product [Cl:1][C:2]1[CH:3]=[C:4]([NH:8][C:9]2[C:14]3[N:15]=[CH:16][N:17]([CH3:18])[C:13]=3[C:12]([C:19]([N:55]3[CH2:60][CH2:59][O:58][CH2:57][CH2:56]3)=[O:21])=[CH:11][N:10]=2)[CH:5]=[CH:6][CH:7]=1, predict the reactants needed to synthesize it. The reactants are: [Cl:1][C:2]1[CH:3]=[C:4]([NH:8][C:9]2[C:14]3[N:15]=[CH:16][N:17]([CH3:18])[C:13]=3[C:12]([C:19]([OH:21])=O)=[CH:11][N:10]=2)[CH:5]=[CH:6][CH:7]=1.C(N(CC)C(C)C)(C)C.F[P-](F)(F)(F)(F)F.N1(OC(N(C)C)=[N+](C)C)C2C=CC=CC=2N=N1.[NH:55]1[CH2:60][CH2:59][O:58][CH2:57][CH2:56]1.Cl. (4) The reactants are: [NH2:1][C@H:2]([CH2:29][CH:30]([CH3:32])[CH3:31])[C:3]([NH:5][CH:6]1[CH2:15][C:14]2[C:9](=[C:10]([N:16]3[CH2:20][CH2:19][CH2:18][C:17]3=[O:21])[CH:11]=[CH:12][CH:13]=2)[N:8]([CH2:22][C:23]2[CH:27]=[CH:26][S:25][CH:24]=2)[C:7]1=[O:28])=[O:4].[C:33]([O:37][C:38]([NH:40][C:41]([CH3:46])([CH3:45])[C:42](O)=[O:43])=[O:39])([CH3:36])([CH3:35])[CH3:34]. Given the product [CH3:46][C:41]([NH:40][C:38](=[O:39])[O:37][C:33]([CH3:36])([CH3:35])[CH3:34])([CH3:45])[C:42]([NH:1][C@H:2]([CH2:29][CH:30]([CH3:32])[CH3:31])[C:3](=[O:4])[NH:5][CH:6]1[CH2:15][C:14]2[C:9](=[C:10]([N:16]3[CH2:20][CH2:19][CH2:18][C:17]3=[O:21])[CH:11]=[CH:12][CH:13]=2)[N:8]([CH2:22][C:23]2[CH:27]=[CH:26][S:25][CH:24]=2)[C:7]1=[O:28])=[O:43], predict the reactants needed to synthesize it. (5) Given the product [I:22][C:23]1[CH:35]=[CH:34][C:26]([O:27][CH2:28][CH2:29][CH2:30][C:31]([NH:1][C:2]2[CH:7]=[CH:6][C:5]([CH3:8])=[C:4]([CH:9]3[CH2:14][CH2:13][N:12]([C:15]([O:17][C:18]([CH3:21])([CH3:20])[CH3:19])=[O:16])[CH2:11][CH2:10]3)[CH:3]=2)=[O:32])=[CH:25][CH:24]=1, predict the reactants needed to synthesize it. The reactants are: [NH2:1][C:2]1[CH:3]=[C:4]([CH:9]2[CH2:14][CH2:13][N:12]([C:15]([O:17][C:18]([CH3:21])([CH3:20])[CH3:19])=[O:16])[CH2:11][CH2:10]2)[C:5]([CH3:8])=[CH:6][CH:7]=1.[I:22][C:23]1[CH:35]=[CH:34][C:26]([O:27][CH2:28][CH2:29][CH2:30][C:31](O)=[O:32])=[CH:25][CH:24]=1.C1C=CC2N(O)N=NC=2C=1. (6) The reactants are: [CH:1]1([CH2:4][N:5]2[CH2:10][CH2:9][N:8]([C:11]3[CH:16]=[CH:15][CH:14]=[CH:13][C:12]=3[CH:17]3[CH2:22][C:21]([CH3:24])([CH3:23])[CH2:20][C:19]([CH3:26])([CH3:25])[CH2:18]3)[CH2:7][CH2:6]2)[CH2:3][CH2:2]1.[ClH:27].C(OCC)(=O)C. Given the product [ClH:27].[CH:1]1([CH2:4][N:5]2[CH2:6][CH2:7][N:8]([C:11]3[CH:16]=[CH:15][CH:14]=[CH:13][C:12]=3[CH:17]3[CH2:18][C:19]([CH3:26])([CH3:25])[CH2:20][C:21]([CH3:24])([CH3:23])[CH2:22]3)[CH2:9][CH2:10]2)[CH2:3][CH2:2]1, predict the reactants needed to synthesize it.